This data is from Full USPTO retrosynthesis dataset with 1.9M reactions from patents (1976-2016). The task is: Predict the reactants needed to synthesize the given product. (1) Given the product [Si:37]([O:36][CH2:35][C:34]1[CH:54]=[C:30]([C:5]2([O:26][CH3:57])[C@@H:4]([OH:3])[C@@H:9]([OH:10])[C@H:8]([OH:15])[CH:7]([CH2:20][OH:21])[O:6]2)[CH:31]=[CH:32][C:33]=1[Cl:55])([C:50]([CH3:53])([CH3:52])[CH3:51])([C:44]1[CH:49]=[CH:48][CH:47]=[CH:46][CH:45]=1)[C:38]1[CH:43]=[CH:42][CH:41]=[CH:40][CH:39]=1, predict the reactants needed to synthesize it. The reactants are: C[Si](C)(C)[O:3][C@H:4]1[C@@H:9]([O:10][Si](C)(C)C)[C@H:8]([O:15][Si](C)(C)C)[CH:7]([CH2:20][O:21][Si](C)(C)C)[O:6][C:5]1=[O:26].Br[C:30]1[CH:31]=[CH:32][C:33]([Cl:55])=[C:34]([CH:54]=1)[CH2:35][O:36][Si:37]([C:50]([CH3:53])([CH3:52])[CH3:51])([C:44]1[CH:49]=[CH:48][CH:47]=[CH:46][CH:45]=1)[C:38]1[CH:43]=[CH:42][CH:41]=[CH:40][CH:39]=1.[Li][C:57](C)(C)C.CS(O)(=O)=O. (2) Given the product [CH:16]1([C:4]2[C:5]3[O:12][C:9]4([CH2:11][CH2:10]4)[CH2:8][C:7]([CH3:13])([CH3:14])[C:6]=3[CH:15]=[C:2]([C:24]#[C:23][Si:20]([CH3:22])([CH3:21])[CH3:19])[CH:3]=2)[CH2:17][CH2:18]1, predict the reactants needed to synthesize it. The reactants are: Br[C:2]1[CH:3]=[C:4]([CH:16]2[CH2:18][CH2:17]2)[C:5]2[O:12][C:9]3([CH2:11][CH2:10]3)[CH2:8][C:7]([CH3:14])([CH3:13])[C:6]=2[CH:15]=1.[CH3:19][Si:20]([C:23]#[CH:24])([CH3:22])[CH3:21].C(N(CC)CC)C.O1CCCC1. (3) Given the product [NH2:15][C:16]1[CH:21]=[CH:20][CH:19]=[CH:18][C:17]=1[S:22][C:6]1[C:5]2[C:9](=[CH:10][CH:11]=[C:3]([O:2][CH3:1])[CH:4]=2)[NH:8][C:7]=1[C:12]([NH2:14])=[O:13], predict the reactants needed to synthesize it. The reactants are: [CH3:1][O:2][C:3]1[CH:4]=[C:5]2[C:9](=[CH:10][CH:11]=1)[NH:8][C:7]([C:12]([NH2:14])=[O:13])=[CH:6]2.[NH2:15][C:16]1[CH:21]=[CH:20][CH:19]=[CH:18][C:17]=1[S:22][S:22][C:17]1[CH:18]=[CH:19][CH:20]=[CH:21][C:16]=1[NH2:15]. (4) Given the product [F:15][C:16]1[CH:22]=[CH:21][C:19]([NH:20][CH:11]2[CH2:12][CH2:13][N:8]([C:6]([O:5][C:1]([CH3:4])([CH3:3])[CH3:2])=[O:7])[CH2:9][CH2:10]2)=[CH:18][CH:17]=1, predict the reactants needed to synthesize it. The reactants are: [C:1]([O:5][C:6]([N:8]1[CH2:13][CH2:12][C:11](=O)[CH2:10][CH2:9]1)=[O:7])([CH3:4])([CH3:3])[CH3:2].[F:15][C:16]1[CH:22]=[CH:21][C:19]([NH2:20])=[CH:18][CH:17]=1.C(O)(=O)C.C(O[BH-](OC(=O)C)OC(=O)C)(=O)C.[Na+]. (5) Given the product [CH3:22][C:21]1[C:16]([N:13]2[CH2:14][CH2:15][N:10]([C:8]([C:5]3[CH:4]=[CH:3][C:2]([N:30]4[CH2:31][CH2:32][N:28]([S:25]([CH3:24])(=[O:27])=[O:26])[C:29]4=[O:33])=[N:7][CH:6]=3)=[O:9])[CH2:11][CH2:12]2)=[N:17][CH:18]=[C:19]([CH3:23])[CH:20]=1, predict the reactants needed to synthesize it. The reactants are: Br[C:2]1[N:7]=[CH:6][C:5]([C:8]([N:10]2[CH2:15][CH2:14][N:13]([C:16]3[C:21]([CH3:22])=[CH:20][C:19]([CH3:23])=[CH:18][N:17]=3)[CH2:12][CH2:11]2)=[O:9])=[CH:4][CH:3]=1.[CH3:24][S:25]([N:28]1[CH2:32][CH2:31][NH:30][C:29]1=[O:33])(=[O:27])=[O:26]. (6) Given the product [CH2:11]([O:10][CH2:8][C:5]1[CH:4]=[CH:3][CH:2]=[CH:7][CH:6]=1)[C:12]1[CH:17]=[CH:16][CH:15]=[CH:14][CH:13]=1, predict the reactants needed to synthesize it. The reactants are: O[C:2]1[CH:7]=[CH:6][C:5]([C:8](=[O:10])C)=[CH:4][CH:3]=1.[CH2:11](Br)[C:12]1[CH:17]=[CH:16][CH:15]=[CH:14][CH:13]=1.C(=O)([O-])[O-].[K+].[K+].O. (7) Given the product [Cl:30][C:27]1[CH:28]=[CH:29][C:24]([C:23]([NH:22][C:19]2[CH:20]=[CH:21][C:16]([CH2:15][NH:14][C:5]3[C:4]4[C:9](=[CH:10][CH:11]=[C:2]([I:1])[CH:3]=4)[N:8]=[C:7]([Cl:12])[N:6]=3)=[CH:17][CH:18]=2)=[O:31])=[CH:25][N:26]=1, predict the reactants needed to synthesize it. The reactants are: [I:1][C:2]1[CH:3]=[C:4]2[C:9](=[CH:10][CH:11]=1)[N:8]=[C:7]([Cl:12])[N:6]=[C:5]2Cl.[NH2:14][CH2:15][C:16]1[CH:21]=[CH:20][C:19]([NH:22][C:23](=[O:31])[C:24]2[CH:29]=[CH:28][C:27]([Cl:30])=[N:26][CH:25]=2)=[CH:18][CH:17]=1.